From a dataset of Catalyst prediction with 721,799 reactions and 888 catalyst types from USPTO. Predict which catalyst facilitates the given reaction. (1) Reactant: [CH:1]1([NH:6][C:7]2[C:12]([NH2:13])=[CH:11][N:10]=[C:9]([NH:14][C:15]3[CH:30]=[CH:29][C:18]([C:19]([O:21][CH2:22][C:23]4[CH:28]=[CH:27][CH:26]=[CH:25][CH:24]=4)=[O:20])=[CH:17][C:16]=3[O:31][CH3:32])[N:8]=2)[CH2:5][CH2:4][CH2:3][CH2:2]1.O=[C:34]([CH3:40])[C:35](OCC)=[O:36].O.[O-]S(C(F)(F)F)(=O)=O.[Yb+3].[O-]S(C(F)(F)F)(=O)=O.[O-]S(C(F)(F)F)(=O)=O. Product: [CH:1]1([N:6]2[C:7]3[N:8]=[C:9]([NH:14][C:15]4[CH:30]=[CH:29][C:18]([C:19]([O:21][CH2:22][C:23]5[CH:24]=[CH:25][CH:26]=[CH:27][CH:28]=5)=[O:20])=[CH:17][C:16]=4[O:31][CH3:32])[N:10]=[CH:11][C:12]=3[N:13]=[C:34]([CH3:40])[C:35]2=[O:36])[CH2:2][CH2:3][CH2:4][CH2:5]1. The catalyst class is: 12. (2) Reactant: [S:1]1[C:5]([C:6]2[CH:7]=[C:8]([NH2:15])[CH:9]=[C:10]3[C:14]=2[NH:13][N:12]=[CH:11]3)=[CH:4][C:3]2[CH:16]=[CH:17][CH:18]=[CH:19][C:2]1=2.C(N(C(C)C)C(C)C)C.[O:29]=[C:30]1[NH:35][C:34]2[CH:36]=[C:37]([S:40](Cl)(=[O:42])=[O:41])[CH:38]=[CH:39][C:33]=2[O:32][CH2:31]1. Product: [S:1]1[C:5]([C:6]2[CH:7]=[C:8]([NH:15][S:40]([C:37]3[CH:38]=[CH:39][C:33]4[O:32][CH2:31][C:30](=[O:29])[NH:35][C:34]=4[CH:36]=3)(=[O:42])=[O:41])[CH:9]=[C:10]3[C:14]=2[NH:13][N:12]=[CH:11]3)=[CH:4][C:3]2[CH:16]=[CH:17][CH:18]=[CH:19][C:2]1=2. The catalyst class is: 3. (3) Reactant: [CH:1]([C:4]1[N:5]=[C:6]([C:26]2[CH:31]=[CH:30][C:29]([C:32]([F:35])([F:34])[F:33])=[CH:28][CH:27]=2)[S:7][C:8]=1[CH2:9][CH2:10][C:11]([C:13]1[CH:18]=[CH:17][C:16]([CH2:19][CH2:20][C:21]([O:23][CH3:24])=[O:22])=[C:15]([CH3:25])[CH:14]=1)=O)([CH3:3])[CH3:2].[Cl-].[NH4+].O1CCC[CH2:39]1. Product: [CH:1]([C:4]1[N:5]=[C:6]([C:26]2[CH:27]=[CH:28][C:29]([C:32]([F:35])([F:33])[F:34])=[CH:30][CH:31]=2)[S:7][C:8]=1[CH2:9][CH2:10][C:11]([C:13]1[CH:18]=[CH:17][C:16]([CH2:19][CH2:20][C:21]([O:23][CH3:24])=[O:22])=[C:15]([CH3:25])[CH:14]=1)=[CH2:39])([CH3:2])[CH3:3]. The catalyst class is: 629.